Dataset: Catalyst prediction with 721,799 reactions and 888 catalyst types from USPTO. Task: Predict which catalyst facilitates the given reaction. (1) Reactant: [C:1]([C:3](=[CH:7][C:8]1[CH:13]=[CH:12][CH:11]=[CH:10][CH:9]=1)[C:4](=[O:6])[CH3:5])#[N:2].[H][H]. Product: [OH2:6].[C:1]([CH:3]([CH2:7][C:8]1[CH:9]=[CH:10][CH:11]=[CH:12][CH:13]=1)[C:4](=[O:6])[CH3:5])#[N:2]. The catalyst class is: 19. (2) Reactant: [I:1][C:2]1[CH:3]=[CH:4][C:5]([O:9][CH:10]([CH3:12])[CH3:11])=[C:6]([OH:8])[CH:7]=1.C([O-])([O-])=O.[K+].[K+].[CH2:19](I)[CH3:20]. Product: [CH2:19]([O:8][C:6]1[CH:7]=[C:2]([I:1])[CH:3]=[CH:4][C:5]=1[O:9][CH:10]([CH3:12])[CH3:11])[CH3:20]. The catalyst class is: 369. (3) Reactant: [CH2:1]([O:8][C:9]([NH:11][C:12]([N:14]1[CH2:18][CH2:17][CH:16]([CH2:19]OS(C)(=O)=O)[CH2:15]1)=[NH:13])=[O:10])[C:2]1[CH:7]=[CH:6][CH:5]=[CH:4][CH:3]=1.[N-:25]=[N+:26]=[N-:27].[Na+].O. Product: [CH2:1]([O:8][C:9]([NH:11][C:12]([N:14]1[CH2:18][CH2:17][CH:16]([CH2:19][N:25]=[N+:26]=[N-:27])[CH2:15]1)=[NH:13])=[O:10])[C:2]1[CH:7]=[CH:6][CH:5]=[CH:4][CH:3]=1. The catalyst class is: 9. (4) Reactant: FC(F)(F)S(O[C:7]1[CH:12]=[CH:11][C:10]([C:13]2[N:18]=[CH:17][N:16]=[C:15]([NH:19][C@H:20]([C:28]([O:30][CH3:31])=[O:29])[CH2:21][C:22]3[CH:27]=[CH:26][CH:25]=[CH:24][CH:23]=3)[CH:14]=2)=[CH:9][CH:8]=1)(=O)=O.CN(C)C.[C:38]1([C:44]#[CH:45])[CH:43]=[CH:42][CH:41]=[CH:40][CH:39]=1. Product: [C:38]1([C:44]#[C:45][C:7]2[CH:8]=[CH:9][C:10]([C:13]3[N:18]=[CH:17][N:16]=[C:15]([NH:19][C@H:20]([C:28]([O:30][CH3:31])=[O:29])[CH2:21][C:22]4[CH:27]=[CH:26][CH:25]=[CH:24][CH:23]=4)[CH:14]=3)=[CH:11][CH:12]=2)[CH:43]=[CH:42][CH:41]=[CH:40][CH:39]=1. The catalyst class is: 427. (5) Reactant: [CH3:1][N:2]1[CH:7]=[C:6]([C:8](=[O:11])[NH:9][CH3:10])[C:5]2[O:12][C:13]([C:21]3[CH:26]=[CH:25][C:24]([C:27]4([NH:31]C(=O)OC(C)(C)C)[CH2:30][CH2:29][CH2:28]4)=[CH:23][CH:22]=3)=[C:14]([C:15]3[CH:20]=[CH:19][CH:18]=[CH:17][CH:16]=3)[C:4]=2[C:3]1=[O:39]. Product: [NH2:31][C:27]1([C:24]2[CH:23]=[CH:22][C:21]([C:13]3[O:12][C:5]4[C:6]([C:8]([NH:9][CH3:10])=[O:11])=[CH:7][N:2]([CH3:1])[C:3](=[O:39])[C:4]=4[C:14]=3[C:15]3[CH:16]=[CH:17][CH:18]=[CH:19][CH:20]=3)=[CH:26][CH:25]=2)[CH2:28][CH2:29][CH2:30]1. The catalyst class is: 157.